The task is: Binary Classification. Given two protein amino acid sequences, predict whether they physically interact or not.. This data is from Human Reference Interactome with 51,813 positive PPI pairs across 8,248 proteins, plus equal number of experimentally-validated negative pairs. Protein 2 (ENSG00000146147) has sequence MELEKREKRSLLNKNLEEKLTVSAGGSEAKPLIFTFVPTVRRLPTHTQLADTSKFLVKIPEESSDKSPETVNRSKSNDYLTLNAGSQQERDQAKLTCPSEVSGTILQEREFEANKLQGMQQSDLFKAEYVLIVDSEGEDEAASRKVEQGPPGGIGTAAVRPKSLAISSSLVSDVVRPKTQGTDLKTSSHPEMLHGMAPQQKHGQQYKTKSSYKAFAAIPTNTLLLEQKALDEPAKTESVSKDNTLEPPVELYFPAQLRQQTEELCATIDKVLQDSLSMHSSDSPSRSPKTLLGSDTVKTP.... Protein 1 (ENSG00000156017) has sequence MQRRRRPPPPTSRLPEGCGGGGGGSEEVEVQFSAGRWGSAAAVSAAAAAATRSTEEEEERLEREHFWKIINAFRYYGTSMHERVNRTERQFRSLPANQQKLLPQFLLHLDKIRKCIDHNQEILLTIVNDCIHMFENKEYGEDGNGKIMPASTFDMDKLKSTLKQFVRDWSETGKAERDACYQPIIKEILKNFPKERWDPSKVNILVPGAGLGRLAWEIAMLGYACQGNEWSFFMLFSSNFVLNRCSEINKYKLYPWIHQFSNNRRSADQIRPIFFPDVDPHSLPPGSNFSMTAGDFQEIY.... Result: 0 (the proteins do not interact).